The task is: Predict the reactants needed to synthesize the given product.. This data is from Full USPTO retrosynthesis dataset with 1.9M reactions from patents (1976-2016). (1) Given the product [Br:33][C:34]1[CH:35]=[C:36]([NH:37][C:17](=[O:18])[C:16]2[CH:20]=[CH:21][C:22]([S:23][C:24]3[CH:29]=[CH:28][C:27]([O:30][CH3:31])=[CH:26][CH:25]=3)=[C:14]([NH:13][C:12]3[C:7]4[CH:6]=[CH:5][C:4]([CH:1]([CH3:3])[CH3:2])=[N:32][C:8]=4[N:9]=[CH:10][N:11]=3)[CH:15]=2)[CH:38]=[CH:39][CH:40]=1, predict the reactants needed to synthesize it. The reactants are: [CH:1]([C:4]1[CH:5]=[CH:6][C:7]2[C:12]([NH:13][C:14]3[CH:15]=[C:16]([CH:20]=[CH:21][C:22]=3[S:23][C:24]3[CH:29]=[CH:28][C:27]([O:30][CH3:31])=[CH:26][CH:25]=3)[C:17](Cl)=[O:18])=[N:11][CH:10]=[N:9][C:8]=2[N:32]=1)([CH3:3])[CH3:2].[Br:33][C:34]1[CH:35]=[C:36]([CH:38]=[CH:39][CH:40]=1)[NH2:37].NC1C=C(O)C(C)=CC=1. (2) Given the product [CH3:23][O:22][C:21]1[CH:20]=[CH:19][C:18]([CH:24]=[CH:25][C:26]([OH:28])=[O:27])=[CH:17][C:16]=1[C:3]1[C:2]([O:1][CH2:33][CH2:34][N:35]2[CH2:40][CH2:39][CH2:38][CH2:37][CH2:36]2)=[CH:11][C:10]2[C:9]([CH3:13])([CH3:12])[CH2:8][CH2:7][C:6]([CH3:15])([CH3:14])[C:5]=2[CH:4]=1, predict the reactants needed to synthesize it. The reactants are: [OH:1][C:2]1[C:3]([C:16]2[CH:17]=[C:18]([CH:24]=[CH:25][C:26]([O:28]CC)=[O:27])[CH:19]=[CH:20][C:21]=2[O:22][CH3:23])=[CH:4][C:5]2[C:6]([CH3:15])([CH3:14])[CH2:7][CH2:8][C:9]([CH3:13])([CH3:12])[C:10]=2[CH:11]=1.Cl.Cl[CH2:33][CH2:34][N:35]1[CH2:40][CH2:39][CH2:38][CH2:37][CH2:36]1. (3) Given the product [CH3:6][C:5]1([CH3:7])[CH2:4][C:2](=[O:1])[CH2:3][CH2:8][O:9]1, predict the reactants needed to synthesize it. The reactants are: [O:1]=[C:2]([CH:4]=[C:5]([CH3:7])[CH3:6])[CH3:3].[CH2:8]=[O:9]. (4) Given the product [Cl:1][C:2]1[CH:7]=[CH:6][C:5]([C:8]2[C:14]3[CH:15]=[CH:16][CH:17]=[CH:18][C:13]=3[C:12]3[C:19]([CH3:22])=[N:20][O:21][C:11]=3[C@H:10]([CH2:23][CH:24]([NH:29][C:37](=[O:39])[CH3:38])[C:25]([F:27])([F:28])[F:26])[N:9]=2)=[CH:4][CH:3]=1, predict the reactants needed to synthesize it. The reactants are: [Cl:1][C:2]1[CH:7]=[CH:6][C:5]([C:8]2[C:14]3[CH:15]=[CH:16][CH:17]=[CH:18][C:13]=3[C:12]3[C:19]([CH3:22])=[N:20][O:21][C:11]=3[C@H:10]([CH2:23][CH:24]([NH2:29])[C:25]([F:28])([F:27])[F:26])[N:9]=2)=[CH:4][CH:3]=1.C(N(CC)CC)C.[C:37](OC(=O)C)(=[O:39])[CH3:38].CCOC(C)=O.